From a dataset of Reaction yield outcomes from USPTO patents with 853,638 reactions. Predict the reaction yield, written as a fraction of the theoretical maximum amount of product (1.0 means a 100% yield; for example, 0.34 means a 34% yield). (1) The reactants are [F:1][C:2]1[CH:3]=[C:4]2[C:8](=[CH:9][CH:10]=1)[N:7]([CH2:11][C:12]1[O:13][C:14]([C:17]([F:20])([F:19])[F:18])=[CH:15][CH:16]=1)[C:6](=[O:21])[CH:5]2[C:22]1[C:27]([OH:28])=[CH:26][CH:25]=[C:24]([O:29][CH3:30])[N:23]=1.[CH2:31]=[O:32].O.[OH-].[Li+]. The catalyst is O1CCCC1.O. The product is [F:1][C:2]1[CH:3]=[C:4]2[C:8](=[CH:9][CH:10]=1)[N:7]([CH2:11][C:12]1[O:13][C:14]([C:17]([F:20])([F:18])[F:19])=[CH:15][CH:16]=1)[C:6](=[O:21])[C:5]2([C:22]1[C:27]([OH:28])=[CH:26][CH:25]=[C:24]([O:29][CH3:30])[N:23]=1)[CH2:31][OH:32]. The yield is 1.00. (2) The catalyst is C(OCC)(=O)C.O. The yield is 0.320. The product is [Cl:47][C:41]1[CH:40]=[CH:39][C:38]([C:7]2[CH:8]=[CH:9][C:10]3[O:14][C:13]([C:15]4[CH:20]=[CH:19][C:18]([F:21])=[CH:17][CH:16]=4)=[C:12]([C:22](=[O:25])[NH:23][CH3:24])[C:11]=3[CH:26]=2)=[CH:46][C:42]=1[C:43]([OH:45])=[O:44]. The reactants are FC(F)(F)S(O[C:7]1[CH:8]=[CH:9][C:10]2[O:14][C:13]([C:15]3[CH:20]=[CH:19][C:18]([F:21])=[CH:17][CH:16]=3)=[C:12]([C:22](=[O:25])[NH:23][CH3:24])[C:11]=2[CH:26]=1)(=O)=O.O1CCOCC1.B([C:38]1[CH:39]=[CH:40][C:41]([Cl:47])=[C:42]([CH:46]=1)[C:43]([OH:45])=[O:44])(O)O.C(=O)([O-])[O-].[Cs+].[Cs+]. (3) The reactants are S(C1C=CC(C)=CC=1)(O)(=O)=O.[NH2:12][C@:13]1([C:18]([O:20][CH2:21][CH3:22])=[O:19])[CH2:15][C@H:14]1[CH:16]=[CH2:17].[CH:23]1[N:27]=[CH:26][N:25]([C:28](N2C=NC=C2)=[O:29])[CH:24]=1. The catalyst is C1COCC1. The product is [N:25]1([C:28]([NH:12][C@:13]2([C:18]([O:20][CH2:21][CH3:22])=[O:19])[CH2:15][C@H:14]2[CH:16]=[CH2:17])=[O:29])[CH:24]=[CH:23][N:27]=[CH:26]1. The yield is 0.700. (4) The catalyst is CN(C)C1C=CN=CC=1.ClCCl. The reactants are [CH:1]([O:4][C:5]1[CH:10]=[CH:9][C:8]([C:11]2[CH:16]=[CH:15][CH:14]=[C:13]([CH:17]3[CH2:26][C:25]([CH3:28])([CH3:27])[C:24]4[C:19](=[CH:20][CH:21]=[C:22]([C:29]([OH:31])=O)[CH:23]=4)[NH:18]3)[CH:12]=2)=[CH:7][CH:6]=1)([CH3:3])[CH3:2].Cl.CN(C)CCCN=C=NCC.[CH3:44][S:45]([NH2:48])(=[O:47])=[O:46]. The yield is 0.200. The product is [CH:1]([O:4][C:5]1[CH:10]=[CH:9][C:8]([C:11]2[CH:16]=[CH:15][CH:14]=[C:13]([CH:17]3[CH2:26][C:25]([CH3:28])([CH3:27])[C:24]4[C:19](=[CH:20][CH:21]=[C:22]([C:29]([NH:48][S:45]([CH3:44])(=[O:47])=[O:46])=[O:31])[CH:23]=4)[NH:18]3)[CH:12]=2)=[CH:7][CH:6]=1)([CH3:2])[CH3:3].